This data is from Forward reaction prediction with 1.9M reactions from USPTO patents (1976-2016). The task is: Predict the product of the given reaction. (1) Given the reactants [CH3:1][C:2]([O:5][C:6]([N:8]([C:26]([O:28][C:29]([CH3:32])([CH3:31])[CH3:30])=[O:27])[N:9]([C:17]1[C:22]([F:23])=[C:21](Cl)[N:20]=[C:19]([Cl:25])[N:18]=1)[C:10]([O:12][C:13]([CH3:16])([CH3:15])[CH3:14])=[O:11])=[O:7])([CH3:4])[CH3:3].C(N(C(C)C)CC)(C)C.[CH:42]1([NH2:46])[CH2:45][CH2:44][CH2:43]1.CCOCC, predict the reaction product. The product is: [CH3:31][C:29]([O:28][C:26]([N:8]([C:6]([O:5][C:2]([CH3:1])([CH3:4])[CH3:3])=[O:7])[N:9]([C:17]1[C:22]([F:23])=[C:21]([NH:46][CH:42]2[CH2:45][CH2:44][CH2:43]2)[N:20]=[C:19]([Cl:25])[N:18]=1)[C:10]([O:12][C:13]([CH3:14])([CH3:15])[CH3:16])=[O:11])=[O:27])([CH3:30])[CH3:32]. (2) Given the reactants CCCC[N+](CCCC)(CCCC)CCCC.[F-].[Si]([O:26][CH2:27][CH2:28][O:29][C:30]1[CH:35]=[CH:34][C:33]([C:36]2[N:45]([C:46]3[CH:51]=[CH:50][C:49]([Cl:52])=[CH:48][CH:47]=3)[C:44](=[O:53])[C:43]3[C:38](=[CH:39][CH:40]=[CH:41][CH:42]=3)[N:37]=2)=[CH:32][C:31]=1[CH3:54])(C(C)(C)C)(C)C, predict the reaction product. The product is: [Cl:52][C:49]1[CH:50]=[CH:51][C:46]([N:45]2[C:44](=[O:53])[C:43]3[C:38](=[CH:39][CH:40]=[CH:41][CH:42]=3)[N:37]=[C:36]2[C:33]2[CH:34]=[CH:35][C:30]([O:29][CH2:28][CH2:27][OH:26])=[C:31]([CH3:54])[CH:32]=2)=[CH:47][CH:48]=1. (3) Given the reactants [Cl:1][C:2]1[CH:3]=[C:4]([C:8](=[O:12])[CH2:9][CH2:10][I:11])[CH:5]=[CH:6][CH:7]=1.CC(C)=O.OS(O)(=O)=O.O=[Cr](=O)=O, predict the reaction product. The product is: [Cl:1][C:2]1[CH:3]=[C:4]([C@H:8]([OH:12])[CH2:9][CH2:10][I:11])[CH:5]=[CH:6][CH:7]=1.